This data is from Full USPTO retrosynthesis dataset with 1.9M reactions from patents (1976-2016). The task is: Predict the reactants needed to synthesize the given product. (1) The reactants are: FC1C=N[C:5]([N:8]2[CH2:12][CH:11]([C:13]([O:15]C(C)(C)C)=[O:14])[N:10]([CH3:20])[C:9]2=[O:21])=NC=1.[F:22][C:23](F)([F:27])C(O)=O.C1(C)C=CC=CC=1. Given the product [F:22][CH:23]([F:27])[CH2:5][N:8]1[CH2:12][CH:11]([C:13]([OH:15])=[O:14])[N:10]([CH3:20])[C:9]1=[O:21], predict the reactants needed to synthesize it. (2) Given the product [CH3:2][O:3][C:4]([C@@H:6]1[CH2:10][C@H:9]([Cl:20])[CH2:8][N:7]1[C:12]([O:14][C:15]([CH3:18])([CH3:17])[CH3:16])=[O:13])=[O:5], predict the reactants needed to synthesize it. The reactants are: [Cl-].[CH3:2][O:3][C:4]([C@@H:6]1[CH2:10][C@@H:9](O)[CH2:8][N:7]1[C:12]([O:14][C:15]([CH3:18])([CH3:17])[CH3:16])=[O:13])=[O:5].C(Cl)[Cl:20].C1(P(C2C=CC=CC=2)C2C=CC=CC=2)C=CC=CC=1. (3) Given the product [NH2:15][C:16]1[N:21]=[CH:20][C:19](/[CH:22]=[CH:23]/[C:24]([N:13]([CH2:12][C:5]2[C:4]3[C:8](=[CH:9][CH:10]=[C:2]([F:1])[CH:3]=3)[N:7]([CH3:11])[CH:6]=2)[CH3:14])=[O:26])=[CH:18][CH:17]=1, predict the reactants needed to synthesize it. The reactants are: [F:1][C:2]1[CH:3]=[C:4]2[C:8](=[CH:9][CH:10]=1)[N:7]([CH3:11])[CH:6]=[C:5]2[CH2:12][NH:13][CH3:14].[NH2:15][C:16]1[N:21]=[CH:20][C:19](/[CH:22]=[CH:23]/[C:24]([OH:26])=O)=[CH:18][CH:17]=1.Cl.O=C1NC2N=CC(/C=C/C(O)=O)=CC=2CC1.